Dataset: Peptide-MHC class II binding affinity with 134,281 pairs from IEDB. Task: Regression. Given a peptide amino acid sequence and an MHC pseudo amino acid sequence, predict their binding affinity value. This is MHC class II binding data. The MHC is HLA-DQA10401-DQB10402 with pseudo-sequence HLA-DQA10401-DQB10402. The peptide sequence is APEVKYTVFETALKKAITAM. The binding affinity (normalized) is 0.0618.